This data is from CYP1A2 inhibition data for predicting drug metabolism from PubChem BioAssay. The task is: Regression/Classification. Given a drug SMILES string, predict its absorption, distribution, metabolism, or excretion properties. Task type varies by dataset: regression for continuous measurements (e.g., permeability, clearance, half-life) or binary classification for categorical outcomes (e.g., BBB penetration, CYP inhibition). Dataset: cyp1a2_veith. (1) The molecule is COc1ccccc1CCn1c(=O)c(-c2cccs2)nc2cncnc21. The result is 1 (inhibitor). (2) The molecule is NC(=O)CC[C@@H](N)C(=O)O. The result is 0 (non-inhibitor). (3) The molecule is Cc1ccc(NP(=O)(Oc2ccccc2F)Oc2ccccc2F)cc1. The result is 1 (inhibitor). (4) The compound is Cc1ccccc1-c1nc(NCc2cccs2)c2ccccc2n1. The result is 1 (inhibitor). (5) The drug is CC(C)NC(=O)N1CC[C@@]2(CCCN(C(=O)c3ccncc3)C2)C1. The result is 0 (non-inhibitor). (6) The result is 1 (inhibitor). The compound is CC(Oc1ccc(Cl)cc1Cl)C(=O)/C=C/N(C)C. (7) The molecule is Cc1c2cccc(Sc3ccccc3)c2c2c3c(cccc13)[S+](c1ccccc1)C2. The result is 0 (non-inhibitor). (8) The compound is Cc1ccc(NC(=O)CN2CCC(NC(=O)Cc3ccccc3)CC2)cc1C. The result is 0 (non-inhibitor). (9) The molecule is COn1c(SCc2ccc(C)cc2C)nc2ccccc2c1=O. The result is 1 (inhibitor). (10) The result is 1 (inhibitor). The compound is CCNc1ncc2nc(-c3ccc(Cl)cc3)c(=O)n(C[C@H]3CCCO3)c2n1.